Dataset: Forward reaction prediction with 1.9M reactions from USPTO patents (1976-2016). Task: Predict the product of the given reaction. (1) Given the reactants [CH:1]([C:3]1[CH:8]=[CH:7][C:6]([O:9][C:10]2[CH:15]=[CH:14][C:13]([Cl:16])=[C:12]([C:17]([F:20])([F:19])[F:18])[CH:11]=2)=[C:5]([F:21])[CH:4]=1)=[CH2:2].B1C2CCCC1CCC2.[OH-:31].[Na+].OO, predict the reaction product. The product is: [Cl:16][C:13]1[CH:14]=[CH:15][C:10]([O:9][C:6]2[CH:7]=[CH:8][C:3]([CH2:1][CH2:2][OH:31])=[CH:4][C:5]=2[F:21])=[CH:11][C:12]=1[C:17]([F:20])([F:18])[F:19]. (2) Given the reactants [CH3:1][C:2]1[C:10]2[C:5](=[CH:6][C:7]([N+:11]([O-])=O)=[CH:8][CH:9]=2)[N:4]([CH2:14][O:15][CH2:16][CH2:17][Si:18]([CH3:21])([CH3:20])[CH3:19])[N:3]=1, predict the reaction product. The product is: [CH3:1][C:2]1[C:10]2[C:5](=[CH:6][C:7]([NH2:11])=[CH:8][CH:9]=2)[N:4]([CH2:14][O:15][CH2:16][CH2:17][Si:18]([CH3:19])([CH3:21])[CH3:20])[N:3]=1. (3) Given the reactants [CH2:1]([O:3][C:4]([CH:6]1[CH2:11][CH2:10][N:9]([C:12]([O:14][C:15]([CH3:18])([CH3:17])[CH3:16])=[O:13])[CH2:8][CH2:7]1)=[O:5])[CH3:2].[CH:19]([N-]C(C)C)(C)[CH3:20].[Li+].ICC.[Cl-].[NH4+], predict the reaction product. The product is: [CH2:19]([C:6]1([C:4]([O:3][CH2:1][CH3:2])=[O:5])[CH2:11][CH2:10][N:9]([C:12]([O:14][C:15]([CH3:17])([CH3:16])[CH3:18])=[O:13])[CH2:8][CH2:7]1)[CH3:20]. (4) Given the reactants [NH2:1][C:2]1[N:7]=[CH:6][CH:5]=[CH:4][N:3]=1.[CH2:8](Br)[C:9]#[CH:10], predict the reaction product. The product is: [CH2:10]([NH:1][C:2]1[N:7]=[CH:6][CH:5]=[CH:4][N:3]=1)[C:9]#[CH:8]. (5) Given the reactants [CH3:1][O:2][C:3](=[O:8])[CH2:4][N:5]=[N+:6]=[N-:7].[F:9][C:10]1[C:17]([O:18][CH2:19][C:20]2[CH:25]=[CH:24][CH:23]=[CH:22][CH:21]=2)=[CH:16][CH:15]=[CH:14][C:11]=1[CH:12]=O.C[O-].[Na+], predict the reaction product. The product is: [CH3:1][O:2][C:3](=[O:8])[C:4]([N:5]=[N+:6]=[N-:7])=[CH:12][C:11]1[CH:14]=[CH:15][CH:16]=[C:17]([O:18][CH2:19][C:20]2[CH:21]=[CH:22][CH:23]=[CH:24][CH:25]=2)[C:10]=1[F:9]. (6) Given the reactants [CH3:1][C:2]1[C:10]2[C:9]([O:11][CH2:12][C:13]3[O:17][N:16]=[C:15]([C:18]4[CH:23]=[CH:22][CH:21]=[CH:20][CH:19]=4)[CH:14]=3)=[N:8][CH:7]=[N:6][C:5]=2[S:4][CH:3]=1.[ClH:24], predict the reaction product. The product is: [ClH:24].[CH3:1][C:2]1[C:10]2[C:9]([O:11][CH2:12][C:13]3[O:17][N:16]=[C:15]([C:18]4[CH:23]=[CH:22][CH:21]=[CH:20][CH:19]=4)[CH:14]=3)=[N:8][CH:7]=[N:6][C:5]=2[S:4][CH:3]=1. (7) Given the reactants [CH2:1]([O:3][C:4](=[O:23])[CH2:5][CH2:6][CH2:7][N:8]1[C:12]([C:13]([O:15]CC)=O)=[CH:11][C:10]([C:18]([O:20][CH2:21][CH3:22])=[O:19])=[N:9]1)[CH3:2].[H-].[Na+].Cl, predict the reaction product. The product is: [O:15]=[C:13]1[CH:5]([C:4]([O:3][CH2:1][CH3:2])=[O:23])[CH2:6][CH2:7][N:8]2[N:9]=[C:10]([C:18]([O:20][CH2:21][CH3:22])=[O:19])[CH:11]=[C:12]12.